Regression. Given two drug SMILES strings and cell line genomic features, predict the synergy score measuring deviation from expected non-interaction effect. From a dataset of NCI-60 drug combinations with 297,098 pairs across 59 cell lines. (1) Drug 1: CN1C(=O)N2C=NC(=C2N=N1)C(=O)N. Drug 2: CC(C)CN1C=NC2=C1C3=CC=CC=C3N=C2N. Cell line: RPMI-8226. Synergy scores: CSS=17.6, Synergy_ZIP=-4.92, Synergy_Bliss=-8.82, Synergy_Loewe=-1.55, Synergy_HSA=-8.14. (2) Drug 1: CS(=O)(=O)C1=CC(=C(C=C1)C(=O)NC2=CC(=C(C=C2)Cl)C3=CC=CC=N3)Cl. Drug 2: C1=CC(=CC=C1CC(C(=O)O)N)N(CCCl)CCCl.Cl. Cell line: HOP-62. Synergy scores: CSS=36.5, Synergy_ZIP=6.97, Synergy_Bliss=10.3, Synergy_Loewe=1.59, Synergy_HSA=6.92. (3) Drug 1: COC1=C(C=C2C(=C1)N=CN=C2NC3=CC(=C(C=C3)F)Cl)OCCCN4CCOCC4. Drug 2: CC12CCC3C(C1CCC2=O)CC(=C)C4=CC(=O)C=CC34C. Cell line: RPMI-8226. Synergy scores: CSS=63.6, Synergy_ZIP=3.27, Synergy_Bliss=-3.87, Synergy_Loewe=-12.6, Synergy_HSA=-3.47. (4) Drug 1: COC1=C2C(=CC3=C1OC=C3)C=CC(=O)O2. Drug 2: C1C(C(OC1N2C=NC3=C2NC=NCC3O)CO)O. Cell line: HT29. Synergy scores: CSS=9.98, Synergy_ZIP=-3.27, Synergy_Bliss=-4.37, Synergy_Loewe=1.17, Synergy_HSA=-0.679. (5) Drug 1: C1CC(=O)NC(=O)C1N2C(=O)C3=CC=CC=C3C2=O. Drug 2: C1CN(P(=O)(OC1)NCCCl)CCCl. Cell line: NCIH23. Synergy scores: CSS=3.32, Synergy_ZIP=-3.09, Synergy_Bliss=-5.92, Synergy_Loewe=-3.21, Synergy_HSA=-4.77. (6) Drug 1: CC1=C(C=C(C=C1)NC2=NC=CC(=N2)N(C)C3=CC4=NN(C(=C4C=C3)C)C)S(=O)(=O)N.Cl. Drug 2: CCC1(CC2CC(C3=C(CCN(C2)C1)C4=CC=CC=C4N3)(C5=C(C=C6C(=C5)C78CCN9C7C(C=CC9)(C(C(C8N6C=O)(C(=O)OC)O)OC(=O)C)CC)OC)C(=O)OC)O.OS(=O)(=O)O. Cell line: COLO 205. Synergy scores: CSS=49.2, Synergy_ZIP=9.85, Synergy_Bliss=13.2, Synergy_Loewe=-48.6, Synergy_HSA=7.24. (7) Drug 1: CN1C(=O)N2C=NC(=C2N=N1)C(=O)N. Drug 2: CS(=O)(=O)OCCCCOS(=O)(=O)C. Cell line: MOLT-4. Synergy scores: CSS=49.2, Synergy_ZIP=0.498, Synergy_Bliss=0.658, Synergy_Loewe=-24.1, Synergy_HSA=-1.23. (8) Drug 1: CC(C1=C(C=CC(=C1Cl)F)Cl)OC2=C(N=CC(=C2)C3=CN(N=C3)C4CCNCC4)N. Drug 2: CS(=O)(=O)OCCCCOS(=O)(=O)C. Cell line: MCF7. Synergy scores: CSS=-2.44, Synergy_ZIP=-3.57, Synergy_Bliss=-2.81, Synergy_Loewe=-7.05, Synergy_HSA=-3.00.